Dataset: Full USPTO retrosynthesis dataset with 1.9M reactions from patents (1976-2016). Task: Predict the reactants needed to synthesize the given product. (1) Given the product [F:1][C:2]1[CH:3]=[C:4]([CH:29]=[C:30]([N:32]2[CH2:37][CH2:36][CH2:35][CH2:34][CH2:33]2)[CH:31]=1)[C:5]([NH:7][C:8]1[C:17]2[C:12](=[CH:13][CH:14]=[CH:15][CH:16]=2)[C:11]([O:18][C:19]2[CH:24]=[CH:23][N:22]=[C:21]([NH:45][CH:42]3[CH2:43][CH2:44][CH:39]([CH3:38])[CH2:40][CH2:41]3)[N:20]=2)=[CH:10][CH:9]=1)=[O:6], predict the reactants needed to synthesize it. The reactants are: [F:1][C:2]1[CH:3]=[C:4]([CH:29]=[C:30]([N:32]2[CH2:37][CH2:36][CH2:35][CH2:34][CH2:33]2)[CH:31]=1)[C:5]([NH:7][C:8]1[C:17]2[C:12](=[CH:13][CH:14]=[CH:15][CH:16]=2)[C:11]([O:18][C:19]2[CH:24]=[CH:23][N:22]=[C:21](S(C)(=O)=O)[N:20]=2)=[CH:10][CH:9]=1)=[O:6].[CH3:38][CH:39]1[CH2:44][CH2:43][CH:42]([NH2:45])[CH2:41][CH2:40]1. (2) Given the product [Cl:1][C:2]1[CH:3]=[CH:4][C:5]([C:8]2[C:14]3[CH:15]=[C:16]([O:19][CH2:20][CH2:21][CH2:22][C:23]([NH:45][C:46]4[CH:51]=[CH:50][CH:49]=[C:48]([OH:52])[C:47]=4[OH:53])=[O:24])[CH:17]=[CH:18][C:13]=3[N:12]3[C:35]([CH3:38])=[N:36][N:37]=[C:11]3[C@H:10]([CH2:39][C:40]([NH:42][CH2:43][CH3:44])=[O:41])[N:9]=2)=[CH:6][CH:7]=1, predict the reactants needed to synthesize it. The reactants are: [Cl:1][C:2]1[CH:7]=[CH:6][C:5]([C:8]2[C:14]3[CH:15]=[C:16]([O:19][CH2:20][CH2:21][CH2:22][C:23](NC4C=C(B(O)O)C=CC=4)=[O:24])[CH:17]=[CH:18][C:13]=3[N:12]3[C:35]([CH3:38])=[N:36][N:37]=[C:11]3[C@H:10]([CH2:39][C:40]([NH:42][CH2:43][CH3:44])=[O:41])[N:9]=2)=[CH:4][CH:3]=1.[NH2:45][C:46]1[CH:51]=[CH:50][CH:49]=[C:48]([OH:52])[C:47]=1[OH:53]. (3) Given the product [OH:18][NH:17][C:15]([CH2:14][C@H:13]([NH:12][C:10](=[O:11])[C@H:9]([NH:8][C:6]([O:5][C:1]([CH3:3])([CH3:2])[CH3:4])=[O:7])[CH2:38][C:39]1[CH:48]=[CH:47][C:46]2[C:41](=[CH:42][CH:43]=[CH:44][CH:45]=2)[CH:40]=1)[CH2:26][C:27]1[C:28]([F:37])=[C:29]([F:36])[C:30]([F:35])=[C:31]([F:34])[C:32]=1[F:33])=[O:16], predict the reactants needed to synthesize it. The reactants are: [C:1]([O:5][C:6]([NH:8][C@H:9]([CH2:38][C:39]1[CH:48]=[CH:47][C:46]2[C:41](=[CH:42][CH:43]=[CH:44][CH:45]=2)[CH:40]=1)[C:10]([NH:12][C@H:13]([CH2:26][C:27]1[C:32]([F:33])=[C:31]([F:34])[C:30]([F:35])=[C:29]([F:36])[C:28]=1[F:37])[CH2:14][C:15]([NH:17][O:18]CC1C=CC=CC=1)=[O:16])=[O:11])=[O:7])([CH3:4])([CH3:3])[CH3:2]. (4) Given the product [NH2:10][C:9]1[C:5]2[C:6](=[N:7][C:2]([CH3:1])=[CH:3][C:4]=2[C:11]([F:14])([F:12])[F:13])[S:8][C:16]=1[C:17]([O:19][CH2:20][CH3:21])=[O:18], predict the reactants needed to synthesize it. The reactants are: [CH3:1][C:2]1[NH:7][C:6](=[S:8])[C:5]([C:9]#[N:10])=[C:4]([C:11]([F:14])([F:13])[F:12])[CH:3]=1.Br[CH2:16][C:17]([O:19][CH2:20][CH3:21])=[O:18].[O-]CC.[Na+]. (5) Given the product [Cl:1][C:2]1[CH:3]=[C:4]([N:8]([CH3:21])[C:9]([C:11]2[C:20]3[O:19][CH2:18][CH2:17][O:16][C:15]=3[CH:14]=[CH:13][CH:12]=2)=[O:10])[CH:5]=[CH:6][CH:7]=1, predict the reactants needed to synthesize it. The reactants are: [Cl:1][C:2]1[CH:3]=[C:4]([NH:8][C:9]([C:11]2[C:20]3[O:19][CH2:18][CH2:17][O:16][C:15]=3[CH:14]=[CH:13][CH:12]=2)=[O:10])[CH:5]=[CH:6][CH:7]=1.[CH3:21][Si]([N-][Si](C)(C)C)(C)C.[Li+].IC. (6) Given the product [CH3:38][C@H:25]1[CH2:26][NH:27][CH2:28][C@@H:29]([CH3:30])[N:24]1[C:22]([O:5][CH2:4][C:3]1[CH:6]=[C:7]([O:10][CH2:19][CH2:18][CH2:17][C:11]2[CH:16]=[CH:15][CH:14]=[CH:13][CH:12]=2)[CH:8]=[CH:9][C:2]=1[F:1])=[O:23], predict the reactants needed to synthesize it. The reactants are: [F:1][C:2]1[CH:9]=[CH:8][C:7]([OH:10])=[CH:6][C:3]=1[CH2:4][OH:5].[C:11]1([CH2:17][CH2:18][CH2:19]Br)[CH:16]=[CH:15][CH:14]=[CH:13][CH:12]=1.Cl[C:22]([N:24]1[C@H:29]([CH3:30])[CH2:28][N:27](C(OC(C)(C)C)=O)[CH2:26][C@@H:25]1[CH3:38])=[O:23]. (7) Given the product [Cl:1][C:2]1[C:3]([N:13]2[CH2:18][CH2:17][N:16]([C:20]([NH:19][C@H:22]([C:24]3[C:33]4[C:28](=[CH:29][CH:30]=[CH:31][CH:32]=4)[CH:27]=[CH:26][CH:25]=3)[CH3:23])=[O:21])[CH2:15][CH2:14]2)=[N:4][CH:5]=[C:6]([CH:12]=1)[C:7]([O:9][CH2:10][CH3:11])=[O:8], predict the reactants needed to synthesize it. The reactants are: [Cl:1][C:2]1[C:3]([N:13]2[CH2:18][CH2:17][NH:16][CH2:15][CH2:14]2)=[N:4][CH:5]=[C:6]([CH:12]=1)[C:7]([O:9][CH2:10][CH3:11])=[O:8].[N:19]([C@H:22]([C:24]1[C:33]2[C:28](=[CH:29][CH:30]=[CH:31][CH:32]=2)[CH:27]=[CH:26][CH:25]=1)[CH3:23])=[C:20]=[O:21]. (8) The reactants are: [CH3:1][S:2]([NH2:5])(=[O:4])=[O:3].[H-].[Na+].CS(N)(=O)=O.[Na].[CH3:14][O:15][C:16](=[O:29])[C:17]1[CH:22]=[C:21]([N:23]([CH3:27])[CH2:24][CH2:25][CH3:26])[N:20]=[C:19](Cl)[CH:18]=1.C1(C2C=CC=CC=2)C=CC=CC=1P(C(C)(C)C)C(C)(C)C. Given the product [CH3:14][O:15][C:16](=[O:29])[C:17]1[CH:22]=[C:21]([N:23]([CH3:27])[CH2:24][CH2:25][CH3:26])[N:20]=[C:19]([NH:5][S:2]([CH3:1])(=[O:4])=[O:3])[CH:18]=1, predict the reactants needed to synthesize it. (9) Given the product [NH2:6][C@@H:7]([CH3:8])[C:9]([O:11][CH:12]([CH3:14])[CH3:13])=[O:10], predict the reactants needed to synthesize it. The reactants are: O=S(Cl)Cl.Cl.[NH2:6][C@H:7]([C:9]([OH:11])=[O:10])[CH3:8].[CH:12](O)([CH3:14])[CH3:13].